Dataset: Full USPTO retrosynthesis dataset with 1.9M reactions from patents (1976-2016). Task: Predict the reactants needed to synthesize the given product. (1) Given the product [NH2:29][C:25]1([C:22]2[CH:23]=[CH:24][C:19]([C:10]3[C:11]([C:13]4[CH:14]=[N:15][CH:16]=[CH:17][CH:18]=4)=[CH:12][C:3]4[N:2]([CH3:1])[C:7](=[O:8])[CH2:6][O:5][C:4]=4[N:9]=3)=[CH:20][CH:21]=2)[CH2:28][CH2:27][CH2:26]1, predict the reactants needed to synthesize it. The reactants are: [CH3:1][N:2]1[C:7](=[O:8])[CH2:6][O:5][C:4]2[N:9]=[C:10]([C:19]3[CH:24]=[CH:23][C:22]([C:25]4([NH:29]C(=O)OC(C)(C)C)[CH2:28][CH2:27][CH2:26]4)=[CH:21][CH:20]=3)[C:11]([C:13]3[CH:14]=[N:15][CH:16]=[CH:17][CH:18]=3)=[CH:12][C:3]1=2. (2) Given the product [F:19][C:20]1[C:27]([CH2:28][O:29][CH3:30])=[CH:26][C:25]([B:9]2[O:10][C:11]([CH3:16])([CH3:17])[C:12]([CH3:14])([CH3:15])[O:13]2)=[CH:24][C:21]=1[C:22]#[N:23], predict the reactants needed to synthesize it. The reactants are: [CH3:16][C:11]1([CH3:17])[C:12]([CH3:15])([CH3:14])[O:13][B:9]([B:9]2[O:13][C:12]([CH3:15])([CH3:14])[C:11]([CH3:17])([CH3:16])[O:10]2)[O:10]1.[F:19][C:20]1[C:27]([CH2:28][O:29][CH3:30])=[CH:26][CH:25]=[CH:24][C:21]=1[C:22]#[N:23]. (3) Given the product [CH2:27]([O:29][C:30]([C:32]1([C:35]2[CH:40]=[CH:39][C:38]([C:2]3[CH:7]=[CH:6][C:5]([C:8]4[O:12][N:11]=[C:10]([CH3:13])[C:9]=4[NH:14][CH:15]([CH3:26])[CH2:16][C:17]([CH3:18])([C:19]4[CH:24]=[CH:23][CH:22]=[CH:21][CH:20]=4)[CH3:25])=[CH:4][CH:3]=3)=[CH:37][CH:36]=2)[CH2:33][CH2:34]1)=[O:31])[CH3:28], predict the reactants needed to synthesize it. The reactants are: Br[C:2]1[CH:7]=[CH:6][C:5]([C:8]2[O:12][N:11]=[C:10]([CH3:13])[C:9]=2[NH:14][CH:15]([CH3:26])[CH2:16][C:17]([CH3:25])([C:19]2[CH:24]=[CH:23][CH:22]=[CH:21][CH:20]=2)[CH3:18])=[CH:4][CH:3]=1.[CH2:27]([O:29][C:30]([C:32]1([C:35]2[CH:40]=[CH:39][C:38](B3OC(C)(C)C(C)(C)O3)=[CH:37][CH:36]=2)[CH2:34][CH2:33]1)=[O:31])[CH3:28].